This data is from Peptide-MHC class I binding affinity with 185,985 pairs from IEDB/IMGT. The task is: Regression. Given a peptide amino acid sequence and an MHC pseudo amino acid sequence, predict their binding affinity value. This is MHC class I binding data. (1) The peptide sequence is AVLQSGFRK. The MHC is HLA-A33:01 with pseudo-sequence HLA-A33:01. The binding affinity (normalized) is 0. (2) The peptide sequence is GRDNRRGL. The MHC is Mamu-B03 with pseudo-sequence Mamu-B03. The binding affinity (normalized) is 0.113. (3) The MHC is HLA-A24:02 with pseudo-sequence HLA-A24:02. The peptide sequence is HFFTWGTMF. The binding affinity (normalized) is 0.592. (4) The MHC is HLA-A11:01 with pseudo-sequence HLA-A11:01. The peptide sequence is EMIWDPNGW. The binding affinity (normalized) is 0.0847. (5) The peptide sequence is LVSDGGPNLY. The MHC is HLA-A01:01 with pseudo-sequence HLA-A01:01. The binding affinity (normalized) is 0.446. (6) The peptide sequence is VVFLHVTYV. The MHC is HLA-A68:02 with pseudo-sequence HLA-A68:02. The binding affinity (normalized) is 0.998.